Dataset: Reaction yield outcomes from USPTO patents with 853,638 reactions. Task: Predict the reaction yield, written as a fraction of the theoretical maximum amount of product (1.0 means a 100% yield; for example, 0.34 means a 34% yield). (1) The reactants are [CH2:1]([O:10][C:11](=[O:24])[C@H:12]([C@@H:21]([CH3:23])[OH:22])[NH:13][C:14]([O:16][C:17]([CH3:20])([CH3:19])[CH3:18])=[O:15])[C:2]([C:4]1[CH:9]=[CH:8][CH:7]=[CH:6][CH:5]=1)=[O:3].[CH2:25]([O:32][C:33]([N:35]([CH3:49])[C@H:36]([C:46](O)=[O:47])[CH2:37][C:38]1[CH:43]=[CH:42][C:41]([O:44][CH3:45])=[CH:40][CH:39]=1)=[O:34])[C:26]1[CH:31]=[CH:30][CH:29]=[CH:28][CH:27]=1.C1CCC(N=C=NC2CCCCC2)CC1. The catalyst is C(Cl)Cl.CN(C1C=CN=CC=1)C. The product is [CH2:1]([O:10][C:11](=[O:24])[C@H:12]([C@@H:21]([CH3:23])[O:22][C:46](=[O:47])[C@H:36]([CH2:37][C:38]1[CH:43]=[CH:42][C:41]([O:44][CH3:45])=[CH:40][CH:39]=1)[N:35]([C:33]([O:32][CH2:25][C:26]1[CH:31]=[CH:30][CH:29]=[CH:28][CH:27]=1)=[O:34])[CH3:49])[NH:13][C:14]([O:16][C:17]([CH3:19])([CH3:18])[CH3:20])=[O:15])[C:2]([C:4]1[CH:5]=[CH:6][CH:7]=[CH:8][CH:9]=1)=[O:3]. The yield is 0.980. (2) The reactants are [CH3:1][C:2]1[CH:7]=[C:6]([O:8][CH:9]2[CH2:14][CH2:13][O:12][CH2:11][CH2:10]2)[CH:5]=[CH:4][C:3]=1[C:15]1[C:19]2[CH:20]=[C:21]([CH2:24]O)[CH:22]=[CH:23][C:18]=2[S:17][CH:16]=1.P(Br)(Br)[Br:27]. The catalyst is C(Cl)Cl. The product is [Br:27][CH2:24][C:21]1[CH:22]=[CH:23][C:18]2[S:17][CH:16]=[C:15]([C:3]3[CH:4]=[CH:5][C:6]([O:8][CH:9]4[CH2:14][CH2:13][O:12][CH2:11][CH2:10]4)=[CH:7][C:2]=3[CH3:1])[C:19]=2[CH:20]=1. The yield is 0.500. (3) The reactants are F[P-](F)(F)(F)(F)F.C[N+](C)=C(N(C)C)ON1C2N=CC=CC=2N=N1.[NH2:25][C:26]1[N:35]=[C:34]([N:36]2[CH2:41][CH2:40][N:39]([CH3:42])[CH2:38][CH2:37]2)[C:33]2[C:28](=[CH:29][C:30]([C:43](O)=[O:44])=[CH:31][CH:32]=2)[N:27]=1.C(N(CC)C(C)C)(C)C.[NH2:55][C@@H:56]([CH2:61][C:62]1[CH:67]=[CH:66][C:65]([O:68][CH:69]([CH3:71])[CH3:70])=[CH:64][CH:63]=1)[C:57]([O:59][CH3:60])=[O:58]. The catalyst is CN(C)C=O. The product is [NH2:25][C:26]1[N:35]=[C:34]([N:36]2[CH2:37][CH2:38][N:39]([CH3:42])[CH2:40][CH2:41]2)[C:33]2[C:28](=[CH:29][C:30]([C:43]([NH:55][C@@H:56]([CH2:61][C:62]3[CH:63]=[CH:64][C:65]([O:68][CH:69]([CH3:71])[CH3:70])=[CH:66][CH:67]=3)[C:57]([O:59][CH3:60])=[O:58])=[O:44])=[CH:31][CH:32]=2)[N:27]=1. The yield is 0.300. (4) The reactants are C(OC([NH:8][C:9]1[CH:14]=[CH:13][CH:12]=[C:11]([N+:15]([O-:17])=[O:16])[C:10]=1[O:18][CH2:19][C:20]1[CH:25]=[CH:24][CH:23]=[CH:22][CH:21]=1)=O)(C)(C)C.O.C1(C)C=CC(S(O)(=O)=O)=CC=1.C(=O)(O)[O-].[Na+]. The catalyst is CO. The product is [CH2:19]([O:18][C:10]1[C:11]([N+:15]([O-:17])=[O:16])=[CH:12][CH:13]=[CH:14][C:9]=1[NH2:8])[C:20]1[CH:21]=[CH:22][CH:23]=[CH:24][CH:25]=1. The yield is 0.969. (5) The reactants are [NH2-].[Na+].[Cl:3][C:4]1[C:9]([Cl:10])=[CH:8][CH:7]=[CH:6][C:5]=1[NH:11][NH2:12].[CH3:13][C:14]1[CH:15]=[C:16]([CH:19]=[CH:20][CH:21]=1)[CH2:17]Br.O. The catalyst is O1CCCC1. The product is [ClH:3].[Cl:3][C:4]1[C:9]([Cl:10])=[CH:8][CH:7]=[CH:6][C:5]=1[N:11]([CH2:13][C:14]1[CH:21]=[CH:20][CH:19]=[C:16]([CH3:17])[CH:15]=1)[NH2:12]. The yield is 0.720.